Dataset: Reaction yield outcomes from USPTO patents with 853,638 reactions. Task: Predict the reaction yield, written as a fraction of the theoretical maximum amount of product (1.0 means a 100% yield; for example, 0.34 means a 34% yield). (1) The reactants are [OH:1][C:2]1[CH:9]=[CH:8][C:5]([CH:6]=[O:7])=[CH:4][CH:3]=1.[CH3:10][O:11][CH2:12]Cl.C(N(C(C)C)CC)(C)C.O. The catalyst is C(Cl)Cl.C(Cl)(Cl)Cl. The product is [CH3:10][O:11][CH2:12][O:1][C:2]1[CH:9]=[CH:8][C:5]([CH:6]=[O:7])=[CH:4][CH:3]=1. The yield is 1.00. (2) The product is [Cl:1][C:2]1[CH:3]=[CH:4][C:5]([C@H:8]2[N:15]3[C:11]([S:12][C:13]([C:19]([N:21]4[CH2:26][CH2:25][N:24]([CH2:27][C:28]([OH:30])=[O:29])[C:23](=[O:33])[CH2:22]4)=[O:20])=[C:14]3[CH:16]([CH3:17])[CH3:18])=[N:10][C@H:9]2[C:34]2[CH:35]=[CH:36][C:37]([Cl:40])=[CH:38][CH:39]=2)=[CH:6][CH:7]=1. The catalyst is CO. The yield is 0.310. The reactants are [Cl:1][C:2]1[CH:7]=[CH:6][C:5]([C@H:8]2[N:15]3[C:11]([S:12][C:13]([C:19]([N:21]4[CH2:26][CH2:25][N:24]([CH2:27][C:28]([O:30]CC)=[O:29])[C:23](=[O:33])[CH2:22]4)=[O:20])=[C:14]3[CH:16]([CH3:18])[CH3:17])=[N:10][C@H:9]2[C:34]2[CH:39]=[CH:38][C:37]([Cl:40])=[CH:36][CH:35]=2)=[CH:4][CH:3]=1.[OH-].[Na+].Cl. (3) The product is [Cl:1][C:2]1[C:7]2[CH:8]=[CH:22][C:21](=[O:23])[N:10]([C:11]3[C:16]([F:17])=[CH:15][CH:14]=[CH:13][C:12]=3[F:18])[C:6]=2[N:5]=[C:4]([S:19][CH3:20])[N:3]=1. The reactants are [Cl:1][C:2]1[C:7]([CH:8]=O)=[C:6]([NH:10][C:11]2[C:16]([F:17])=[CH:15][CH:14]=[CH:13][C:12]=2[F:18])[N:5]=[C:4]([S:19][CH3:20])[N:3]=1.[C:21](OC(=O)C)(=[O:23])[CH3:22]. The catalyst is CN(C=O)C. The yield is 0.510. (4) The reactants are [OH-].[Na+].[S:3](Cl)([C:6]1[CH:12]=[CH:11][C:9]([CH3:10])=[CH:8][CH:7]=1)(=[O:5])=[O:4].[Br:14][C:15]1[CH:16]=[CH:17][C:18]2[C:19]3[CH2:28][N:27]([C:29]([O:31][C:32]([CH3:35])([CH3:34])[CH3:33])=[O:30])[CH2:26][CH2:25][CH2:24][C:20]=3[NH:21][C:22]=2[CH:23]=1. The catalyst is O.C1(C)C=CC=CC=1. The product is [Br:14][C:15]1[CH:16]=[CH:17][C:18]2[C:19]3[CH2:28][N:27]([C:29]([O:31][C:32]([CH3:35])([CH3:34])[CH3:33])=[O:30])[CH2:26][CH2:25][CH2:24][C:20]=3[N:21]([S:3]([C:6]3[CH:12]=[CH:11][C:9]([CH3:10])=[CH:8][CH:7]=3)(=[O:5])=[O:4])[C:22]=2[CH:23]=1. The yield is 0.500. (5) The reactants are [CH2:1]([C:3]1[C:4]([NH:11][C@@H:12]2[C:20]3[C:15](=[CH:16][CH:17]=[CH:18][CH:19]=3)[CH2:14][C@@H:13]2[OH:21])=[N:5][C:6]([CH2:9][CH3:10])=[CH:7][N:8]=1)[CH3:2].[I:22]I. The catalyst is CS(C)=O.CCOC(C)=O. The product is [CH2:1]([C:3]1[C:4]([NH:11][C@@H:12]2[C:20]3[C:15](=[CH:16][CH:17]=[CH:18][CH:19]=3)[CH2:14][C@@H:13]2[OH:21])=[N:5][C:6]([CH2:9][CH3:10])=[C:7]([I:22])[N:8]=1)[CH3:2]. The yield is 0.630. (6) The reactants are [CH3:1][O:2][CH:3]1[CH:7]2[O:8][CH2:9][CH:10]([OH:11])[CH:6]2[O:5][CH2:4]1.C(N(CC)CC)C.[CH3:19][S:20](Cl)(=[O:22])=[O:21]. The catalyst is C(Cl)Cl. The product is [CH3:19][S:20]([O:11][CH:10]1[CH2:9][O:8][CH:7]2[CH:3]([O:2][CH3:1])[CH2:4][O:5][CH:6]12)(=[O:22])=[O:21]. The yield is 0.719. (7) The reactants are [Br:1][CH2:2][CH2:3][CH2:4][CH2:5][CH2:6][CH2:7][CH2:8][CH2:9][CH2:10][OH:11].C(=O)(O)[O-].[Na+].[Br-].[K+].S(=O)(O)[O-].[Na+]. The catalyst is O.ClCCl. The product is [Br:1][CH2:2][CH2:3][CH2:4][CH2:5][CH2:6][CH2:7][CH2:8][CH2:9][CH:10]=[O:11]. The yield is 0.940. (8) The reactants are Cl([O-])=O.[Na+].[Br:5][C:6]1[N:7]=[C:8](NC(=O)OC(C)(C)C)[S:9][C:10]=1[CH:11]=[O:12].[CH2:21]([OH:25])C(C)C.P([O-])(O)(O)=[O:27].[Na+].[CH3:32][C:33](=[CH:35]C)[CH3:34].[OH2:37]. No catalyst specified. The product is [Br:5][C:6]1[N:7]=[C:8]([C:21]([O:25][C:33]([CH3:35])([CH3:34])[CH3:32])=[O:27])[S:9][C:10]=1[C:11]([OH:12])=[O:37]. The yield is 1.09.